Dataset: Catalyst prediction with 721,799 reactions and 888 catalyst types from USPTO. Task: Predict which catalyst facilitates the given reaction. Reactant: [CH3:1][O:2][CH2:3][C:4]1[O:8][N:7]=[C:6]([C:9](=[O:11])[CH3:10])[CH:5]=1.[C:12]([Mg]Br)#[CH:13]. Product: [CH3:1][O:2][CH2:3][C:4]1[O:8][N:7]=[C:6]([C:9]([OH:11])([C:12]#[CH:13])[CH3:10])[CH:5]=1. The catalyst class is: 1.